From a dataset of Forward reaction prediction with 1.9M reactions from USPTO patents (1976-2016). Predict the product of the given reaction. (1) Given the reactants Cl.C(O[C:5]([C:7]1[C:11]([C:12]2[CH:17]=[CH:16][CH:15]=[CH:14][CH:13]=2)=[CH:10][S:9][C:8]=1[NH2:18])=[O:6])C.[Cl:19][CH2:20][C:21]#[N:22].C(=O)([O-])O.[Na+], predict the reaction product. The product is: [Cl:19][CH2:20][C:21]1[NH:22][C:5](=[O:6])[C:7]2[C:11]([C:12]3[CH:13]=[CH:14][CH:15]=[CH:16][CH:17]=3)=[CH:10][S:9][C:8]=2[N:18]=1. (2) Given the reactants Cl[CH2:2][C:3]1[N:8]=[C:7]([OH:9])[C:6]([CH:10]([CH3:12])[CH3:11])=[C:5]([CH3:13])[N:4]=1.[C:14]([OH:17])(=[O:16])[CH3:15], predict the reaction product. The product is: [C:14]([O:17][CH2:2][C:3]1[N:8]=[C:7]([OH:9])[C:6]([CH:10]([CH3:12])[CH3:11])=[C:5]([CH3:13])[N:4]=1)(=[O:16])[CH3:15]. (3) The product is: [Cl:1][C:2]1[CH:3]=[C:4]([C:8]2[N:9]=[C:10]([N:16]3[C:20]4[CH:21]=[C:22]([CH2:25][N:27]5[CH2:32][CH2:31][CH2:30][CH2:29][CH2:28]5)[CH:23]=[CH:24][C:19]=4[N:18]=[CH:17]3)[S:11][C:12]=2[C:13]([NH2:15])=[O:14])[CH:5]=[CH:6][CH:7]=1. Given the reactants [Cl:1][C:2]1[CH:3]=[C:4]([C:8]2[N:9]=[C:10]([N:16]3[C:20]4[CH:21]=[C:22]([CH:25]=O)[CH:23]=[CH:24][C:19]=4[N:18]=[CH:17]3)[S:11][C:12]=2[C:13]([NH2:15])=[O:14])[CH:5]=[CH:6][CH:7]=1.[NH:27]1[CH2:32][CH2:31][CH2:30][CH2:29][CH2:28]1.C(O[BH-](OC(=O)C)OC(=O)C)(=O)C.[Na+].[Cl-].[NH4+].C(=O)([O-])[O-].[K+].[K+], predict the reaction product. (4) The product is: [F:18][C:19]1[CH:24]=[C:23]([CH3:25])[C:22]([F:26])=[CH:21][C:20]=1[C:2]1[N:7]=[N:6][C:5]([O:8][CH:9]2[CH:16]3[CH2:17][N:12]([CH2:13][CH2:14][CH2:15]3)[CH2:11][CH2:10]2)=[CH:4][CH:3]=1. Given the reactants Cl[C:2]1[N:7]=[N:6][C:5]([O:8][CH:9]2[CH:16]3[CH2:17][N:12]([CH2:13][CH2:14][CH2:15]3)[CH2:11][CH2:10]2)=[CH:4][CH:3]=1.[F:18][C:19]1[CH:24]=[C:23]([CH3:25])[C:22]([F:26])=[CH:21][C:20]=1B(O)O.C([O-])([O-])=O.[Na+].[Na+].C1(P(C2C=CC=CC=2)C2C=CC=CC=2)C=CC=CC=1, predict the reaction product. (5) Given the reactants [C:1]1([C:7]2[C:15]3[N:14]=[C:13]([C:16]4([CH2:31][NH:32]C(=O)OCC5C=CC=CC=5)[CH2:21][CH2:20][N:19]([C:22]5[C:23]6[CH:30]=[CH:29][NH:28][C:24]=6[N:25]=[CH:26][N:27]=5)[CH2:18][CH2:17]4)[NH:12][C:11]=3[CH:10]=[CH:9][CH:8]=2)[CH:6]=[CH:5][CH:4]=[CH:3][CH:2]=1, predict the reaction product. The product is: [C:1]1([C:7]2[C:15]3[N:14]=[C:13]([C:16]4([CH2:31][NH2:32])[CH2:17][CH2:18][N:19]([C:22]5[C:23]6[CH:30]=[CH:29][NH:28][C:24]=6[N:25]=[CH:26][N:27]=5)[CH2:20][CH2:21]4)[NH:12][C:11]=3[CH:10]=[CH:9][CH:8]=2)[CH:6]=[CH:5][CH:4]=[CH:3][CH:2]=1. (6) Given the reactants [CH3:1][O:2][C:3]1[CH:4]=[C:5]2[C:10](=[CH:11][C:12]=1[O:13][CH3:14])[N:9]=[CH:8][CH:7]=[C:6]2[O:15][C:16]1[CH:21]=[CH:20][C:19]([NH:22][C:23](=O)[CH2:24][O:25][C:26]2[C:31]([O:32][CH3:33])=[CH:30][CH:29]=[CH:28][C:27]=2[O:34][CH3:35])=[C:18]([CH3:37])[C:17]=1[CH3:38].Cl.[OH-].[Na+], predict the reaction product. The product is: [CH3:33][O:32][C:31]1[CH:30]=[CH:29][CH:28]=[C:27]([O:34][CH3:35])[C:26]=1[O:25][CH2:24][CH2:23][NH:22][C:19]1[CH:20]=[CH:21][C:16]([O:15][C:6]2[C:5]3[C:10](=[CH:11][C:12]([O:13][CH3:14])=[C:3]([O:2][CH3:1])[CH:4]=3)[N:9]=[CH:8][CH:7]=2)=[C:17]([CH3:38])[C:18]=1[CH3:37]. (7) Given the reactants [Br:1][C:2]1[CH:14]=[C:13]2[C:5]([C:6]3[C:7](=[O:39])[C:8]4[CH:20]=[CH:19][C:18]([O:21][CH2:22][C@@H:23]5[C@@H:27]([CH2:28][O:29][Si:30]([C:33]([CH3:36])([CH3:35])[CH3:34])([CH3:32])[CH3:31])[O:26][C:25]([CH3:38])([CH3:37])[O:24]5)=[CH:17][C:9]=4[C:10]([CH3:16])([CH3:15])[C:11]=3[NH:12]2)=[CH:4][CH:3]=1.Br[CH2:41][C:42]([O:44][CH3:45])=[O:43].[H-].[Na+], predict the reaction product. The product is: [CH3:45][O:44][C:42](=[O:43])[CH2:41][N:12]1[C:11]2[C:10]([CH3:16])([CH3:15])[C:9]3[CH:17]=[C:18]([O:21][CH2:22][C@@H:23]4[C@@H:27]([CH2:28][O:29][Si:30]([C:33]([CH3:36])([CH3:35])[CH3:34])([CH3:32])[CH3:31])[O:26][C:25]([CH3:38])([CH3:37])[O:24]4)[CH:19]=[CH:20][C:8]=3[C:7](=[O:39])[C:6]=2[C:5]2[C:13]1=[CH:14][C:2]([Br:1])=[CH:3][CH:4]=2.